Dataset: Kir2.1 potassium channel HTS with 301,493 compounds. Task: Binary Classification. Given a drug SMILES string, predict its activity (active/inactive) in a high-throughput screening assay against a specified biological target. (1) The result is 0 (inactive). The compound is s1c(nnc1NC(=O)Nc1c(F)cccc1)CC(=O)NCc1ccccc1. (2) The drug is S(=O)(=O)(N1CCCC1)c1ccc(NC(=O)CCn2c(=O)c3c(nc2)cccc3)cc1. The result is 0 (inactive). (3) The compound is S(c1n(CC(=O)N2CCOCC2)c2c(n1)cccc2)CC. The result is 0 (inactive). (4) The drug is OC1(CCN(CC1)C(=O)C1CN(C(=O)CC1)CCc1ccccc1)c1ccccc1. The result is 0 (inactive). (5) The molecule is S1C(N(C(C1)C(O)=O)C=O)(C)C. The result is 0 (inactive). (6) The compound is s1c(c(cc1C(=O)NC)C)c1ccccc1. The result is 0 (inactive). (7) The molecule is S(=O)(=O)(CCC(=O)N1CCCCC1)c1cc2n(c(=O)c(=O)n(c2cc1)C)C. The result is 0 (inactive). (8) The compound is O=C1N(C(C)C)C(=O)/C(C(=O)N1Cc1occc1)=C\C=C/c1occc1. The result is 0 (inactive). (9) The compound is O(CC(C)C)c1ccc(cc1)C(=O)NCC(=O)NCC(OCC)=O. The result is 0 (inactive).